From a dataset of Forward reaction prediction with 1.9M reactions from USPTO patents (1976-2016). Predict the product of the given reaction. (1) The product is: [Cl:23][C:24]1[CH:33]=[C:32]([Cl:34])[CH:31]=[CH:30][C:25]=1[C:20](=[O:22])[CH2:19][C:16]1[CH:15]=[CH:14][C:13]([O:12][CH3:11])=[CH:18][CH:17]=1. Given the reactants [Na].C[Si](C)(C)N[Si](C)(C)C.[CH3:11][O:12][C:13]1[CH:18]=[CH:17][C:16]([CH2:19][C:20]([OH:22])=O)=[CH:15][CH:14]=1.[Cl:23][C:24]1[CH:33]=[C:32]([Cl:34])[CH:31]=[CH:30][C:25]=1C(OC)=O.Cl, predict the reaction product. (2) Given the reactants [Br:1][C:2]1[CH:3]=[C:4]([CH:21]=[CH:22][C:23]=1[Cl:24])[C:5]([N:7]([CH3:20])[C:8]1[CH:13]=[CH:12][CH:11]=[CH:10][C:9]=1[CH2:14][CH2:15][CH2:16][C:17]([OH:19])=[O:18])=[O:6].C(Cl)(=O)C(Cl)=O.[C:31](O)([CH3:34])([CH3:33])[CH3:32], predict the reaction product. The product is: [C:31]([O:18][C:17](=[O:19])[CH2:16][CH2:15][CH2:14][C:9]1[CH:10]=[CH:11][CH:12]=[CH:13][C:8]=1[N:7]([C:5](=[O:6])[C:4]1[CH:21]=[CH:22][C:23]([Cl:24])=[C:2]([Br:1])[CH:3]=1)[CH3:20])([CH3:34])([CH3:33])[CH3:32]. (3) Given the reactants BrC1C=C[C:5](NCC(OC)=O)=[N:6]C=1.[CH3:14][N:15]1[C:23]2[C:18](=[C:19]([O:24][CH3:25])[CH:20]=[CH:21][CH:22]=2)[C:17]([CH:26]=O)=[CH:16]1.CN1C2C(=CC=CC=2)C(C)=C1C=O, predict the reaction product. The product is: [CH3:25][O:24][C:19]1[CH:20]=[CH:21][CH:22]=[C:23]2[C:18]=1[C:17]([CH2:26][NH:6][CH3:5])=[CH:16][N:15]2[CH3:14]. (4) Given the reactants C[O:2][C:3]1[N:8]=[CH:7][C:6]([CH2:9][N:10]2[C:18]3[C:13](=[CH:14][CH:15]=[CH:16][CH:17]=3)[C:12]3([C:30]4[C:21](=[CH:22][C:23]5[O:28][CH2:27][CH2:26][O:25][C:24]=5[CH:29]=4)[O:20][CH2:19]3)[C:11]2=[O:31])=[CH:5][N:4]=1.COC1N=CC(CN2C3C(=CC=CC=3)C3(C4C(=CC5OCCOC=5C=4)OC3)C2=O)=CC=1, predict the reaction product. The product is: [OH:2][C:3]1[N:4]=[CH:5][C:6]([CH2:9][N:10]2[C:18]3[C:13](=[CH:14][CH:15]=[CH:16][CH:17]=3)[C:12]3([C:30]4[C:21](=[CH:22][C:23]5[O:28][CH2:27][CH2:26][O:25][C:24]=5[CH:29]=4)[O:20][CH2:19]3)[C:11]2=[O:31])=[CH:7][N:8]=1. (5) The product is: [CH3:1][C:2]1([CH3:14])[C:6]([CH3:7])([CH3:8])[O:5][B:4]([C:9]2[CH:13]=[N:12][N:11]([CH:22]3[CH2:27][CH2:26][N:25]([C:28]([O:30][C:31]([CH3:34])([CH3:33])[CH3:32])=[O:29])[CH2:24][CH2:23]3)[CH:10]=2)[O:3]1. Given the reactants [CH3:1][C:2]1([CH3:14])[C:6]([CH3:8])([CH3:7])[O:5][B:4]([C:9]2[CH:10]=[N:11][NH:12][CH:13]=2)[O:3]1.[H-].[Na+].CS(O[CH:22]1[CH2:27][CH2:26][N:25]([C:28]([O:30][C:31]([CH3:34])([CH3:33])[CH3:32])=[O:29])[CH2:24][CH2:23]1)(=O)=O, predict the reaction product.